This data is from Full USPTO retrosynthesis dataset with 1.9M reactions from patents (1976-2016). The task is: Predict the reactants needed to synthesize the given product. (1) Given the product [ClH:24].[CH2:17]([O:16][C:7]1[C:8]2[O:12][C:11]([CH3:13])([CH3:14])[O:10][C:9]=2[CH:15]=[C:5]([CH2:4][NH2:1])[CH:6]=1)[C:18]1[CH:23]=[CH:22][CH:21]=[CH:20][CH:19]=1, predict the reactants needed to synthesize it. The reactants are: [N:1]([CH2:4][C:5]1[CH:6]=[C:7]([O:16][CH2:17][C:18]2[CH:23]=[CH:22][CH:21]=[CH:20][CH:19]=2)[C:8]2[O:12][C:11]([CH3:14])([CH3:13])[O:10][C:9]=2[CH:15]=1)=[N+]=[N-].[ClH:24]. (2) Given the product [F:16][C:13]1[CH:14]=[CH:15][C:10]([S:7]([C:1]2[CH:2]=[CH:3][CH:4]=[CH:5][CH:6]=2)(=[O:8])=[O:9])=[CH:11][C:12]=1[CH2:17][CH2:18][NH:25][C:26]1([CH3:39])[CH2:27][CH2:28][N:29]([C:32]([O:34][C:35]([CH3:38])([CH3:37])[CH3:36])=[O:33])[CH2:30][CH2:31]1, predict the reactants needed to synthesize it. The reactants are: [C:1]1([S:7]([C:10]2[CH:15]=[CH:14][C:13]([F:16])=[C:12]([CH:17]=[CH:18]OC)[CH:11]=2)(=[O:9])=[O:8])[CH:6]=[CH:5][CH:4]=[CH:3][CH:2]=1.ClCCCl.[NH2:25][C:26]1([CH3:39])[CH2:31][CH2:30][N:29]([C:32]([O:34][C:35]([CH3:38])([CH3:37])[CH3:36])=[O:33])[CH2:28][CH2:27]1.C(O[BH-](OC(=O)C)OC(=O)C)(=O)C.[Na+].